This data is from Forward reaction prediction with 1.9M reactions from USPTO patents (1976-2016). The task is: Predict the product of the given reaction. (1) Given the reactants C[O:2][C:3](=O)[CH2:4][O:5][C:6]1[CH:11]=[CH:10][CH:9]=[C:8]([F:12])[C:7]=1[N+:13]([O-])=O, predict the reaction product. The product is: [F:12][C:8]1[C:7]2[NH:13][C:3](=[O:2])[CH2:4][O:5][C:6]=2[CH:11]=[CH:10][CH:9]=1. (2) Given the reactants [S:1]1[CH:5]=[CH:4][CH:3]=[C:2]1[S:6]([NH:9][CH2:10][P:11](=[O:14])([OH:13])[OH:12])(=[O:8])=[O:7].[CH2:15](O)[C:16]1[CH:21]=[CH:20][CH:19]=[CH:18][CH:17]=1, predict the reaction product. The product is: [NH4+:9].[CH2:15]([O:14][P:11]([CH2:10][NH:9][S:6]([C:2]1[S:1][CH:5]=[CH:4][CH:3]=1)(=[O:7])=[O:8])(=[O:12])[O-:13])[C:16]1[CH:21]=[CH:20][CH:19]=[CH:18][CH:17]=1. (3) Given the reactants [NH2:1][C:2]1[C:3]([C:8]([N:10]([C:12]2[CH:17]=[CH:16][CH:15]=[C:14]([F:18])[C:13]=2[F:19])N)=[NH:9])=[N:4][CH:5]=[CH:6][N:7]=1.C1N=C[N:22]([C:25](N2C=NC=C2)=[O:26])C=1, predict the reaction product. The product is: [NH2:1][C:2]1[C:3]([C:8]2[N:10]([C:12]3[CH:17]=[CH:16][CH:15]=[C:14]([F:18])[C:13]=3[F:19])[C:25]([OH:26])=[N:22][N:9]=2)=[N:4][CH:5]=[CH:6][N:7]=1. (4) Given the reactants C([O:5][C:6](=[O:24])[CH2:7][N:8]1[CH2:12][CH2:11][CH:10]([C:13](=[O:23])[NH:14][C:15]2[CH:20]=[CH:19][C:18]([OH:21])=[C:17]([Cl:22])[CH:16]=2)[CH2:9]1)(C)(C)C, predict the reaction product. The product is: [Cl:22][C:17]1[CH:16]=[C:15]([NH:14][C:13]([CH:10]2[CH2:11][CH2:12][N:8]([CH2:7][C:6]([OH:24])=[O:5])[CH2:9]2)=[O:23])[CH:20]=[CH:19][C:18]=1[OH:21]. (5) Given the reactants [C:1]([O:5][C:6]([N:8]([CH2:26][C:27]([O:29][C:30]([CH3:33])([CH3:32])[CH3:31])=[O:28])[C:9]1[CH:14]=[CH:13][CH:12]=[C:11]([CH2:15][NH:16][S:17]([C:20]2[CH:25]=[CH:24][CH:23]=[CH:22][N:21]=2)(=[O:19])=[O:18])[N:10]=1)=[O:7])([CH3:4])([CH3:3])[CH3:2].[CH2:34]([C:36]1[CH:37]=[C:38]([C:42]2[CH:47]=[CH:46][C:45]([CH2:48]O)=[CH:44][CH:43]=2)[CH:39]=[CH:40][CH:41]=1)[CH3:35].C(C1C=C(C2C=CC(CO)=CC=2)C=CC=1)=CC.C(P(CCCC)CCCC)CCC.CN(C)C(N=NC(N(C)C)=O)=O, predict the reaction product. The product is: [C:1]([O:5][C:6]([N:8]([CH2:26][C:27]([O:29][C:30]([CH3:33])([CH3:32])[CH3:31])=[O:28])[C:9]1[CH:14]=[CH:13][CH:12]=[C:11]([CH:15]([CH2:48][C:45]2[CH:44]=[CH:43][C:42]([C:38]3[CH:39]=[CH:40][CH:41]=[C:36]([CH2:34][CH3:35])[CH:37]=3)=[CH:47][CH:46]=2)[NH:16][S:17]([C:20]2[CH:25]=[CH:24][CH:23]=[CH:22][N:21]=2)(=[O:19])=[O:18])[N:10]=1)=[O:7])([CH3:4])([CH3:3])[CH3:2].